This data is from Peptide-MHC class I binding affinity with 185,985 pairs from IEDB/IMGT. The task is: Regression. Given a peptide amino acid sequence and an MHC pseudo amino acid sequence, predict their binding affinity value. This is MHC class I binding data. The peptide sequence is KGAVDLSHFL. The MHC is HLA-B15:03 with pseudo-sequence HLA-B15:03. The binding affinity (normalized) is 0.294.